Dataset: Forward reaction prediction with 1.9M reactions from USPTO patents (1976-2016). Task: Predict the product of the given reaction. (1) The product is: [F:1][C:2]([F:7])([F:6])[C:3]([OH:5])=[O:4].[Cl:15][C:16]1[CH:17]=[N:18][C:19]2[NH:20][C:21]3[CH:22]=[CH:23][CH:24]=[C:25]([CH:38]=3)[CH2:26][CH2:27][C:28]3[CH:36]=[C:32]([NH:33][C:34]=1[N:35]=2)[CH:31]=[C:30]([NH:37][S:47]([C:42]1[CH:43]=[CH:44][CH:45]=[CH:46][C:41]=1[C:39]#[N:40])(=[O:49])=[O:48])[CH:29]=3. Given the reactants [F:1][C:2]([F:7])([F:6])[C:3]([OH:5])=[O:4].FC(F)(F)C(O)=O.[Cl:15][C:16]1[CH:17]=[N:18][C:19]2[NH:20][C:21]3[CH:22]=[CH:23][CH:24]=[C:25]([CH:38]=3)[CH2:26][CH2:27][C:28]3[CH:36]=[C:32]([NH:33][C:34]=1[N:35]=2)[CH:31]=[C:30]([NH2:37])[CH:29]=3.[C:39]([C:41]1[CH:46]=[CH:45][CH:44]=[CH:43][C:42]=1[S:47](Cl)(=[O:49])=[O:48])#[N:40], predict the reaction product. (2) Given the reactants [Br:1][C:2]1[C:7]2[CH:8]=[C:9]([C:11]([OH:13])=[O:12])[O:10][C:6]=2[CH:5]=[C:4]([Br:14])[C:3]=1[O:15][C:16]1[CH:21]=[CH:20][C:19]([OH:22])=[C:18]([C:23](=[O:31])[C:24]2[CH:29]=[CH:28][C:27]([F:30])=[CH:26][CH:25]=2)[CH:17]=1.[BH4-].[Na+], predict the reaction product. The product is: [Br:1][C:2]1[C:7]2[CH:8]=[C:9]([C:11]([OH:13])=[O:12])[O:10][C:6]=2[CH:5]=[C:4]([Br:14])[C:3]=1[O:15][C:16]1[CH:21]=[CH:20][C:19]([OH:22])=[C:18]([CH:23]([C:24]2[CH:25]=[CH:26][C:27]([F:30])=[CH:28][CH:29]=2)[OH:31])[CH:17]=1. (3) Given the reactants [NH2:1][C:2]1[C:11]([CH3:12])=[CH:10][CH:9]=[C:8]2[C:3]=1[CH:4]=[CH:5][N:6]([C@H:14]1[CH2:18][CH2:17][N:16]([C:19]([O:21][C:22]([CH3:25])([CH3:24])[CH3:23])=[O:20])[CH2:15]1)[C:7]2=[O:13].[F:26][C:27]1[CH:28]=[C:29]([CH2:37][C:38](O)=[O:39])[CH:30]=[CH:31][C:32]=1[C:33]([F:36])([F:35])[F:34].F[P-](F)(F)(F)(F)F.C[N+](C)=C(N(C)C)ON1C2N=CC=CC=2N=N1.C(N(CC)C(C)C)(C)C.CN(C)C=O, predict the reaction product. The product is: [F:26][C:27]1[CH:28]=[C:29]([CH2:37][C:38]([NH:1][C:2]2[C:11]([CH3:12])=[CH:10][CH:9]=[C:8]3[C:3]=2[CH:4]=[CH:5][N:6]([C@H:14]2[CH2:18][CH2:17][N:16]([C:19]([O:21][C:22]([CH3:25])([CH3:24])[CH3:23])=[O:20])[CH2:15]2)[C:7]3=[O:13])=[O:39])[CH:30]=[CH:31][C:32]=1[C:33]([F:35])([F:36])[F:34]. (4) Given the reactants [F:1][C:2]([CH3:28])([CH3:27])[CH2:3][N:4]1[CH2:9][CH2:8][CH:7]([CH2:10][O:11][C:12]2[N:17]=[CH:16][C:15]([C:18]3[CH:26]=[CH:25][C:21]([C:22](O)=[O:23])=[CH:20][CH:19]=3)=[CH:14][CH:13]=2)[CH2:6][CH2:5]1.[NH:29]1[CH2:33][CH2:32][CH2:31][C@@H:30]1[CH2:34][OH:35].C1CN([P+](ON2N=NC3C=CC=CC2=3)(N2CCCC2)N2CCCC2)CC1.F[P-](F)(F)(F)(F)F.CCN(C(C)C)C(C)C, predict the reaction product. The product is: [F:1][C:2]([CH3:28])([CH3:27])[CH2:3][N:4]1[CH2:9][CH2:8][CH:7]([CH2:10][O:11][C:12]2[N:17]=[CH:16][C:15]([C:18]3[CH:19]=[CH:20][C:21]([C:22]([N:29]4[CH2:33][CH2:32][CH2:31][C@@H:30]4[CH2:34][OH:35])=[O:23])=[CH:25][CH:26]=3)=[CH:14][CH:13]=2)[CH2:6][CH2:5]1. (5) The product is: [C:11]1([C:10]2[C:3]3[C:4](=[N:5][CH:6]=[CH:7][C:2]=3[NH:17][CH2:18][C:19]3[CH:24]=[CH:23][CH:22]=[CH:21][N:20]=3)[S:8][CH:9]=2)[CH:16]=[CH:15][CH:14]=[CH:13][CH:12]=1. Given the reactants Cl[C:2]1[CH:7]=[CH:6][N:5]=[C:4]2[S:8][CH:9]=[C:10]([C:11]3[CH:16]=[CH:15][CH:14]=[CH:13][CH:12]=3)[C:3]=12.[NH2:17][CH2:18][C:19]1[CH:24]=[CH:23][CH:22]=[CH:21][N:20]=1, predict the reaction product. (6) The product is: [CH2:1]([C:3]1[CH:8]=[CH:7][C:6]([CH:9]2[CH2:10][CH:11]([C:24]3[O:27][N:28]=[C:29]([C:31]4[CH:36]=[CH:35][CH:34]=[CH:33][CH:32]=4)[N:30]=3)[CH2:12][N:13]([C:15]([N:17]3[CH2:18][CH2:19][CH:20]([OH:23])[CH2:21][CH2:22]3)=[O:16])[CH2:14]2)=[CH:5][CH:4]=1)[CH3:2]. Given the reactants [CH2:1]([C:3]1[CH:8]=[CH:7][C:6]([CH:9]2[CH2:14][N:13]([C:15]([N:17]3[CH2:22][CH2:21][CH:20]([OH:23])[CH2:19][CH2:18]3)=[O:16])[CH2:12][CH:11]([C:24](O)=O)[CH2:10]2)=[CH:5][CH:4]=1)[CH3:2].[OH:27][NH:28][C:29]([C:31]1[CH:36]=[CH:35][CH:34]=[CH:33][CH:32]=1)=[NH:30], predict the reaction product.